This data is from Full USPTO retrosynthesis dataset with 1.9M reactions from patents (1976-2016). The task is: Predict the reactants needed to synthesize the given product. (1) Given the product [Cl:12][C:13]1[CH:18]=[CH:17][CH:16]=[C:15]([C:19]([CH3:4])=[CH:20][CH3:21])[C:14]=1[O:23][CH3:24], predict the reactants needed to synthesize it. The reactants are: [Pb](Cl)Cl.[CH2:4]1COCC1.BrCBr.[Cl:12][C:13]1[C:14]([O:23][CH3:24])=[C:15]([C:19](=O)[CH2:20][CH3:21])[CH:16]=[CH:17][CH:18]=1. (2) Given the product [Cl:21][C:5]1[CH:6]=[C:7]2[C:12](=[CH:13][C:4]=1[CH:1]1[CH2:2][CH2:3]1)[O:11][CH:10]([C:14]([F:15])([F:17])[F:16])[C:9]([C:18]([OH:20])=[O:19])=[CH:8]2, predict the reactants needed to synthesize it. The reactants are: [CH:1]1([C:4]2[CH:13]=[C:12]3[C:7]([CH:8]=[C:9]([C:18]([OH:20])=[O:19])[CH:10]([C:14]([F:17])([F:16])[F:15])[O:11]3)=[CH:6][CH:5]=2)[CH2:3][CH2:2]1.[Cl:21]Cl.